This data is from Forward reaction prediction with 1.9M reactions from USPTO patents (1976-2016). The task is: Predict the product of the given reaction. Given the reactants [CH3:1][O:2][C:3]1[CH:8]=[CH:7][C:6]([NH:9][C:10]([C:12]2[C:13](=[O:43])[NH:14][C@@:15]([C:29]3[CH:34]=[CH:33][C:32]([O:35][CH2:36][CH2:37][CH2:38][C:39]([F:42])([F:41])[F:40])=[CH:31][CH:30]=3)([C:25]([F:28])([F:27])[F:26])[CH2:16][C:17]=2[C:18]2[CH:23]=[CH:22][C:21]([CH3:24])=[CH:20][CH:19]=2)=[O:11])=[CH:5][CH:4]=1, predict the reaction product. The product is: [CH3:1][O:2][C:3]1[CH:4]=[CH:5][C:6]([NH:9][C:10]([CH:12]2[CH:17]([C:18]3[CH:19]=[CH:20][C:21]([CH3:24])=[CH:22][CH:23]=3)[CH2:16][C:15]([C:29]3[CH:30]=[CH:31][C:32]([O:35][CH2:36][CH2:37][CH2:38][C:39]([F:42])([F:41])[F:40])=[CH:33][CH:34]=3)([C:25]([F:26])([F:27])[F:28])[NH:14][C:13]2=[O:43])=[O:11])=[CH:7][CH:8]=1.